This data is from Reaction yield outcomes from USPTO patents with 853,638 reactions. The task is: Predict the reaction yield, written as a fraction of the theoretical maximum amount of product (1.0 means a 100% yield; for example, 0.34 means a 34% yield). (1) The product is [CH3:26][O:27][C:28]1[CH:29]=[C:30]2[C:35](=[CH:36][CH:37]=1)[C:34](=[CH2:6])[CH2:33][CH2:32][CH2:31]2. The reactants are [H-].[Na+].[H][H].[I-].[CH3:6][P+](C1C=CC=CC=1)(C1C=CC=CC=1)C1C=CC=CC=1.[CH3:26][O:27][C:28]1[CH:29]=[C:30]2[C:35](=[CH:36][CH:37]=1)[C:34](=O)[CH2:33][CH2:32][CH2:31]2. The catalyst is CS(C)=O. The yield is 0.940. (2) The reactants are [CH3:1][C:2]12[CH2:10][CH2:9][C:8](=O)[N:3]1[CH2:4][CH2:5][NH:6][CH2:7]2.B.CO.[ClH:15]. The catalyst is C1COCC1. The product is [ClH:15].[ClH:15].[CH3:1][C:2]12[CH2:10][CH2:9][CH2:8][N:3]1[CH2:4][CH2:5][NH:6][CH2:7]2. The yield is 0.860. (3) The reactants are COC(=O)[NH:4][CH2:5][C@H:6]([CH2:11][C:12](=[O:14])N)[CH2:7][CH:8]([CH3:10])[CH3:9].[OH-:16].[Na+]. The catalyst is Cl. The product is [CH3:9][CH:8]([CH2:7][C@H:6]([CH2:5][NH2:4])[CH2:11][C:12]([OH:14])=[O:16])[CH3:10]. The yield is 0.215. (4) The reactants are [C:1]([O:4][C@H:5]1[CH2:22][C@@H:21]([O:23][C:24](=[O:26])[CH3:25])[C@@:20]2([CH3:27])[C:7](=[CH:8][CH2:9][C@@H:10]3[C@@H:19]2[CH2:18][CH2:17][C@@:15]2([CH3:16])[C@H:11]3[CH2:12][CH2:13][CH2:14]2)[CH2:6]1)(=[O:3])[CH3:2].C(OC(=O)C)(=[O:30])C.[Cr]([O-])(OC(C)(C)C)(=O)=O.C(O)(=O)C(O)=O. The catalyst is C(O)(=O)C.C(Cl)(Cl)(Cl)Cl. The product is [C:1]([O:4][C@H:5]1[CH2:22][C@@H:21]([O:23][C:24](=[O:26])[CH3:25])[C@@:20]2([CH3:27])[C:7](=[CH:8][C:9](=[O:30])[C@@H:10]3[C@@H:19]2[CH2:18][CH2:17][C@@:15]2([CH3:16])[C@H:11]3[CH2:12][CH2:13][CH2:14]2)[CH2:6]1)(=[O:3])[CH3:2]. The yield is 0.617. (5) The reactants are Br[C:2]1[C:3]([F:17])=[C:4]2[O:8][C:7]([CH:9]3[CH2:11][CH2:10]3)=[N:6][C:5]2=[C:12]([C:15]#[N:16])[C:13]=1[CH3:14].[S:18]1[CH:22]=[CH:21][C:20](B(O)O)=[CH:19]1.P([O-])([O-])([O-])=O.[K+].[K+].[K+]. The catalyst is O1CCOCC1.C1C=CC([P]([Pd]([P](C2C=CC=CC=2)(C2C=CC=CC=2)C2C=CC=CC=2)([P](C2C=CC=CC=2)(C2C=CC=CC=2)C2C=CC=CC=2)[P](C2C=CC=CC=2)(C2C=CC=CC=2)C2C=CC=CC=2)(C2C=CC=CC=2)C2C=CC=CC=2)=CC=1. The product is [CH:9]1([C:7]2[O:8][C:4]3[C:5](=[C:12]([C:15]#[N:16])[C:13]([CH3:14])=[C:2]([C:20]4[CH:21]=[CH:22][S:18][CH:19]=4)[C:3]=3[F:17])[N:6]=2)[CH2:11][CH2:10]1. The yield is 0.490. (6) The reactants are C(N(C(C)C)C(C)C)C.Cl[C:11]1[N:19]=[CH:18][N:17]=[C:16]2[C:12]=1[N:13]=[CH:14][NH:15]2.[NH:20]1[C:24]2[CH:25]=[CH:26][CH:27]=[CH:28][C:23]=2[N:22]=[C:21]1[C:29]1([C:35]#[N:36])[CH2:34][CH2:33][NH:32][CH2:31][CH2:30]1. The catalyst is CN1C(=O)CCC1. The product is [NH:20]1[C:24]2[CH:25]=[CH:26][CH:27]=[CH:28][C:23]=2[N:22]=[C:21]1[C:29]1([C:35]#[N:36])[CH2:30][CH2:31][N:32]([C:11]2[N:19]=[CH:18][N:17]=[C:16]3[C:12]=2[N:13]=[CH:14][NH:15]3)[CH2:33][CH2:34]1. The yield is 0.322. (7) The reactants are C(NC(C)C)(C)C.C([Li])CCC.[CH:13]1([C:18]([O:20][CH3:21])=[O:19])[CH2:17][CH2:16][CH2:15][CH2:14]1.[Br:22][CH2:23][CH2:24][CH2:25][CH2:26]Br. The catalyst is C1COCC1. The product is [CH3:21][O:20][C:18]([C:13]1([CH2:26][CH2:25][CH2:24][CH2:23][Br:22])[CH2:17][CH2:16][CH2:15][CH2:14]1)=[O:19]. The yield is 0.480.